This data is from Reaction yield outcomes from USPTO patents with 853,638 reactions. The task is: Predict the reaction yield, written as a fraction of the theoretical maximum amount of product (1.0 means a 100% yield; for example, 0.34 means a 34% yield). (1) The reactants are C([O:3][C:4]([C@H:6]1[C@H:8]([C:9](=[O:31])[NH:10][CH:11]([CH2:25][C:26]2[N:27]=[CH:28][NH:29][CH:30]=2)[C:12]([NH:14][C:15]2[S:16][C:17]3[CH:23]=[C:22]([F:24])[CH:21]=[CH:20][C:18]=3[N:19]=2)=[O:13])[O:7]1)=[O:5])C.[Li+].[OH-]. The catalyst is C1COCC1.CO.O. The product is [F:24][C:22]1[CH:21]=[CH:20][C:18]2[N:19]=[C:15]([NH:14][C:12](=[O:13])[C@@H:11]([NH:10][C:9]([C@@H:8]3[O:7][C@H:6]3[C:4]([OH:5])=[O:3])=[O:31])[CH2:25][C:26]3[N:27]=[CH:28][NH:29][CH:30]=3)[S:16][C:17]=2[CH:23]=1. The yield is 0.391. (2) The reactants are C([O:4][CH2:5][CH2:6][N:7]([C:12]1[CH:17]=[CH:16][C:15]([C:18]2[N:19]([CH2:31][CH3:32])[C:20]3[C:25]([C:26]=2[C:27]#[N:28])=[CH:24][CH:23]=[C:22]([O:29][CH3:30])[CH:21]=3)=[CH:14][CH:13]=1)[S:8]([CH3:11])(=[O:10])=[O:9])(=O)C.O.[OH-].[Li+].C(OCC)(=O)C. The catalyst is C1COCC1. The product is [C:27]([C:26]1[C:25]2[C:20](=[CH:21][C:22]([O:29][CH3:30])=[CH:23][CH:24]=2)[N:19]([CH2:31][CH3:32])[C:18]=1[C:15]1[CH:14]=[CH:13][C:12]([N:7]([CH2:6][CH2:5][OH:4])[S:8]([CH3:11])(=[O:10])=[O:9])=[CH:17][CH:16]=1)#[N:28]. The yield is 0.920. (3) The reactants are [OH:1][C:2]1[CH:7]=[CH:6][C:5]([S:8]([OH:11])(=[O:10])=O)=[CH:4][CH:3]=1.C(Cl)(=O)C([Cl:15])=O.[C:18]([O:21]C(=O)C)(=O)[CH3:19]. The catalyst is C(O)(=O)C.CN(C=O)C. The product is [C:18]([O:1][C:2]1[CH:3]=[CH:4][C:5]([S:8]([Cl:15])(=[O:10])=[O:11])=[CH:6][CH:7]=1)(=[O:21])[CH3:19]. The yield is 0.830. (4) The reactants are [CH2:1]([N:4]([C@@H:33]([CH3:38])[C:34]([F:37])([F:36])[F:35])[S:5]([C:8]1[CH:9]=[CH:10][C:11]([C:14]2[N:15](C(OC(C)(C)C)=O)[C:16]3[C:21]([CH:22]=2)=[CH:20][CH:19]=[C:18]([CH:23]2[CH2:25][CH2:24]2)[CH:17]=3)=[N:12][CH:13]=1)(=[O:7])=[O:6])[CH:2]=[CH2:3].N1CCCC1. The catalyst is C(#N)C. The product is [CH2:1]([N:4]([C@@H:33]([CH3:38])[C:34]([F:35])([F:37])[F:36])[S:5]([C:8]1[CH:13]=[N:12][C:11]([C:14]2[NH:15][C:16]3[C:21]([CH:22]=2)=[CH:20][CH:19]=[C:18]([CH:23]2[CH2:25][CH2:24]2)[CH:17]=3)=[CH:10][CH:9]=1)(=[O:6])=[O:7])[CH:2]=[CH2:3]. The yield is 0.910. (5) The catalyst is C1(C)C=CC=CC=1. The yield is 0.957. The reactants are [CH2:1]([O:8][C:9]1[CH:18]=[C:17]2[C:12]([C:13](Cl)=[CH:14][CH:15]=[N:16]2)=[CH:11][CH:10]=1)[C:2]1[CH:7]=[CH:6][CH:5]=[CH:4][CH:3]=1.[N+:20]([C:23]1[CH:28]=[CH:27][C:26]([OH:29])=[CH:25][CH:24]=1)([O-:22])=[O:21].CCN(C(C)C)C(C)C.C(Cl)Cl. The product is [CH2:1]([O:8][C:9]1[CH:18]=[C:17]2[C:12]([C:13]([O:29][C:26]3[CH:27]=[CH:28][C:23]([N+:20]([O-:22])=[O:21])=[CH:24][CH:25]=3)=[CH:14][CH:15]=[N:16]2)=[CH:11][CH:10]=1)[C:2]1[CH:7]=[CH:6][CH:5]=[CH:4][CH:3]=1. (6) The reactants are C(O[C:4](=[O:15])[CH:5]([CH3:14])[C:6](=[O:13])[CH2:7][C:8]([O:10][CH2:11][CH3:12])=[O:9])C.C(OC(O[CH2:22][CH3:23])=C)C.[CH3:24][NH2:25].O. The catalyst is C(OCC)C.C[O-].[Na+]. The product is [CH2:11]([O:10][C:8]([C:7]1[C:6]([OH:13])=[C:5]([CH3:14])[C:4](=[O:15])[N:25]([CH3:24])[C:22]=1[CH3:23])=[O:9])[CH3:12]. The yield is 0.340. (7) The reactants are [CH3:1][C:2]1[C:10]2[O:9][C:8]([C:11]3[CH:33]=[CH:32][C:14]([O:15][C:16]4[CH:21]=[CH:20][N:19]=[C:18]5[NH:22][N:23]=[C:24]([NH:25][C@@H:26]6[CH2:31][CH2:30][CH2:29][NH:28][CH2:27]6)[C:17]=45)=[CH:13][CH:12]=3)=[N:7][C:6]=2[CH:5]=[CH:4][CH:3]=1.[CH2:34]([N:36]=[C:37]=[O:38])[CH3:35].[NH4+].[Cl-].CO. The catalyst is C(Cl)Cl. The product is [CH2:34]([NH:36][C:37]([N:28]1[CH2:29][CH2:30][CH2:31][C@@H:26]([NH:25][C:24]2[C:17]3[C:18](=[N:19][CH:20]=[CH:21][C:16]=3[O:15][C:14]3[CH:32]=[CH:33][C:11]([C:8]4[O:9][C:10]5[C:2]([CH3:1])=[CH:3][CH:4]=[CH:5][C:6]=5[N:7]=4)=[CH:12][CH:13]=3)[NH:22][N:23]=2)[CH2:27]1)=[O:38])[CH3:35]. The yield is 0.640.